From a dataset of Forward reaction prediction with 1.9M reactions from USPTO patents (1976-2016). Predict the product of the given reaction. (1) Given the reactants [Br:1][C:2]1[CH:3]=[C:4]2[N:10]=[C:9]([C:11]3[CH:16]=[CH:15][C:14]([O:17][CH2:18][CH:19]4[CH2:21][O:20]4)=[CH:13][CH:12]=3)[NH:8][C:5]2=[N:6][CH:7]=1.[NH:22]1[CH2:26][CH2:25][CH2:24][CH2:23]1.[Cl-].[NH4+], predict the reaction product. The product is: [Br:1][C:2]1[CH:3]=[C:4]2[N:10]=[C:9]([C:11]3[CH:16]=[CH:15][C:14]([O:17][CH2:18][CH:19]([OH:20])[CH2:21][N:22]4[CH2:26][CH2:25][CH2:24][CH2:23]4)=[CH:13][CH:12]=3)[NH:8][C:5]2=[N:6][CH:7]=1. (2) Given the reactants C([N:8]1[CH2:13][CH2:12][C@@H:11]2[O:14][CH2:15][C:16]3[C:17]([Cl:23])=[C:18]([CH3:22])[CH:19]=[CH:20][C:21]=3[C@H:10]2[CH2:9]1)C1C=CC=CC=1.ClC(OC(Cl)C)=O.CO, predict the reaction product. The product is: [Cl:23][C:17]1[C:16]2[CH2:15][O:14][C@H:11]3[CH2:12][CH2:13][NH:8][CH2:9][C@@H:10]3[C:21]=2[CH:20]=[CH:19][C:18]=1[CH3:22]. (3) Given the reactants [NH2:1][C@H:2]([C:6]([OH:8])=[O:7])[CH:3]([CH3:5])[CH3:4].C([O-])(O)=O.[Na+].[CH3:14][O:15][C:16](Cl)=[O:17], predict the reaction product. The product is: [CH3:14][O:15][C:16]([NH:1][C@H:2]([CH:3]([CH3:5])[CH3:4])[C:6]([OH:8])=[O:7])=[O:17]. (4) Given the reactants [CH2:1]([OH:6])[C:2]([CH3:5])([CH3:4])[CH3:3].[H-].[Na+].Cl[C:10]1[C:11]2[CH:20]=[CH:19][N:18]([C:21]3[CH:26]=[CH:25][C:24]([CH3:27])=[CH:23][C:22]=3[CH3:28])[C:12]=2[C:13](=[O:17])[N:14]([CH3:16])[N:15]=1, predict the reaction product. The product is: [CH3:28][C:22]1[CH:23]=[C:24]([CH3:27])[CH:25]=[CH:26][C:21]=1[N:18]1[C:12]2[C:13](=[O:17])[N:14]([CH3:16])[N:15]=[C:10]([O:6][CH2:1][C:2]([CH3:5])([CH3:4])[CH3:3])[C:11]=2[CH:20]=[CH:19]1. (5) The product is: [N:7]1([C:1]2[CH:6]=[CH:5][C:4]([Br:13])=[CH:3][CH:2]=2)[CH2:12][CH2:11][O:10][CH2:9][CH2:8]1. Given the reactants [C:1]1([N:7]2[CH2:12][CH2:11][O:10][CH2:9][CH2:8]2)[CH:6]=[CH:5][CH:4]=[CH:3][CH:2]=1.[Br:13]Br.O.[OH-].[Na+], predict the reaction product. (6) The product is: [F:21][C:2]1([F:1])[CH2:6][N:5]([CH2:7][C:8]2[CH:13]=[CH:12][CH:11]=[C:10]([C:14]([F:16])([F:17])[F:15])[CH:9]=2)[C@@H:4]([C:18]([NH:24][C@H:25]([C:27]2[CH:36]=[CH:35][C:30]([C:31]([O:33][CH3:34])=[O:32])=[CH:29][CH:28]=2)[CH3:26])=[O:19])[CH2:3]1. Given the reactants [F:1][C:2]1([F:21])[CH2:6][N:5]([CH2:7][C:8]2[CH:13]=[CH:12][CH:11]=[C:10]([C:14]([F:17])([F:16])[F:15])[CH:9]=2)[C@@H:4]([C:18]([O-])=[O:19])[CH2:3]1.[Li+].Cl.[NH2:24][C@H:25]([C:27]1[CH:36]=[CH:35][C:30]([C:31]([O:33][CH3:34])=[O:32])=[CH:29][CH:28]=1)[CH3:26], predict the reaction product. (7) Given the reactants [N:1]1[C:10]2[C:5](=[CH:6][CH:7]=[CH:8][CH:9]=2)[CH:4]=[CH:3][C:2]=1[O:11][CH2:12][C:13]1[N:14]=[C:15]2[C:20]([CH:21]3[CH2:26][CH2:25][O:24][CH2:23][CH2:22]3)=[N:19][CH:18]=[C:17]([C:27]3[CH:28]=[CH:29][C:30]([N:33]4[CH2:38][CH2:37][N:36](C(OC(C)(C)C)=O)[CH2:35][CH2:34]4)=[N:31][CH:32]=3)[N:16]2[CH:46]=1.[C:47]([OH:53])([C:49]([F:52])([F:51])[F:50])=[O:48], predict the reaction product. The product is: [F:50][C:49]([F:52])([F:51])[C:47]([OH:53])=[O:48].[N:33]1([C:30]2[N:31]=[CH:32][C:27]([C:17]3[N:16]4[CH:46]=[C:13]([CH2:12][O:11][C:2]5[CH:3]=[CH:4][C:5]6[C:10](=[CH:9][CH:8]=[CH:7][CH:6]=6)[N:1]=5)[N:14]=[C:15]4[C:20]([CH:21]4[CH2:26][CH2:25][O:24][CH2:23][CH2:22]4)=[N:19][CH:18]=3)=[CH:28][CH:29]=2)[CH2:38][CH2:37][NH:36][CH2:35][CH2:34]1.